Dataset: Forward reaction prediction with 1.9M reactions from USPTO patents (1976-2016). Task: Predict the product of the given reaction. (1) Given the reactants C([O-])([O-])=O.[K+].[K+].[CH3:7][O:8][C:9]1[CH:14]=[CH:13][C:12]([N+:15]([O-:17])=[O:16])=[C:11](F)[CH:10]=1.[C:19]([NH:26][CH2:27][CH2:28][NH2:29])([O:21][C:22]([CH3:25])([CH3:24])[CH3:23])=[O:20], predict the reaction product. The product is: [C:22]([O:21][C:19](=[O:20])[NH:26][CH2:27][CH2:28][NH:29][C:11]1[CH:10]=[C:9]([O:8][CH3:7])[CH:14]=[CH:13][C:12]=1[N+:15]([O-:17])=[O:16])([CH3:25])([CH3:23])[CH3:24]. (2) Given the reactants [CH3:1][C:2]1[CH:7]=[CH:6][C:5]([S:8]([O:11][CH2:12][CH:13]2[CH2:17][C:16]3[CH:18]=[CH:19][CH:20]=[C:21](Br)[C:15]=3[O:14]2)(=[O:10])=[O:9])=[CH:4][CH:3]=1.[C:23](/[CH:27]=[CH:28]/B(O)O)([CH3:26])([CH3:25])[CH3:24].C(=O)([O-])[O-].[K+].[K+].CC1C=CC(S(OCC2CC3C(C4C=CC=CC=4)=CC=CC=3O2)(=O)=O)=CC=1, predict the reaction product. The product is: [CH3:1][C:2]1[CH:7]=[CH:6][C:5]([S:8]([O:11][CH2:12][CH:13]2[CH2:17][C:16]3[CH:18]=[CH:19][CH:20]=[C:21](/[CH:28]=[CH:27]/[C:23]([CH3:26])([CH3:25])[CH3:24])[C:15]=3[O:14]2)(=[O:10])=[O:9])=[CH:4][CH:3]=1. (3) Given the reactants [O:1]1[CH2:6][CH2:5][N:4]([C:7]2[CH:8]=[C:9]([OH:16])[CH:10]=[CH:11][C:12]=2[N+:13]([O-])=O)[CH2:3][CH2:2]1.[H][H], predict the reaction product. The product is: [NH2:13][C:12]1[CH:11]=[CH:10][C:9]([OH:16])=[CH:8][C:7]=1[N:4]1[CH2:3][CH2:2][O:1][CH2:6][CH2:5]1. (4) Given the reactants Cl[C:2]1[C:11]2[C:6](=[CH:7][C:8]([O:14][CH2:15][CH2:16][O:17][CH3:18])=[C:9]([O:12][CH3:13])[CH:10]=2)[N:5]=[N:4][CH:3]=1.[Cl:19][C:20]1[CH:26]=[CH:25][C:23]([NH2:24])=[C:22]([F:27])[CH:21]=1, predict the reaction product. The product is: [Cl:19][C:20]1[CH:26]=[CH:25][C:23]([NH:24][C:2]2[C:11]3[C:6](=[CH:7][C:8]([O:14][CH2:15][CH2:16][O:17][CH3:18])=[C:9]([O:12][CH3:13])[CH:10]=3)[N:5]=[N:4][CH:3]=2)=[C:22]([F:27])[CH:21]=1. (5) Given the reactants [CH3:1][O:2][CH2:3][N:4]1[C:12]2[C:7](=[CH:8][CH:9]=[CH:10][C:11]=2[N+:13]([O-])=O)[CH:6]=[C:5]1[C:16]([O:18][CH2:19][CH3:20])=[O:17].C(O)C, predict the reaction product. The product is: [NH2:13][C:11]1[CH:10]=[CH:9][CH:8]=[C:7]2[C:12]=1[N:4]([CH2:3][O:2][CH3:1])[C:5]([C:16]([O:18][CH2:19][CH3:20])=[O:17])=[CH:6]2. (6) Given the reactants [C:1]([C:5]1[CH:9]=[C:8]([NH:10][C:11]([NH:13][C:14]2[C:23]3[C:18](=[CH:19][CH:20]=[CH:21][CH:22]=3)[C:17]([O:24][C:25]3[CH:30]=[CH:29][N:28]=[C:27](Cl)[N:26]=3)=[CH:16][CH:15]=2)=[O:12])[N:7]([CH3:32])[N:6]=1)([CH3:4])([CH3:3])[CH3:2].[NH2:33][C:34]1[CH:35]=[C:36]([CH:47]=[C:48]([C:50]#[CH:51])[CH:49]=1)[C:37]([NH:39][CH2:40][CH2:41][O:42][CH2:43][CH2:44][O:45][CH3:46])=[O:38].C([O-])(O)=O.[Na+], predict the reaction product. The product is: [C:1]([C:5]1[CH:9]=[C:8]([NH:10][C:11](=[O:12])[NH:13][C:14]2[C:23]3[C:18](=[CH:19][CH:20]=[CH:21][CH:22]=3)[C:17]([O:24][C:25]3[CH:30]=[CH:29][N:28]=[C:27]([NH:33][C:34]4[CH:35]=[C:36]([CH:47]=[C:48]([C:50]#[CH:51])[CH:49]=4)[C:37]([NH:39][CH2:40][CH2:41][O:42][CH2:43][CH2:44][O:45][CH3:46])=[O:38])[N:26]=3)=[CH:16][CH:15]=2)[N:7]([CH3:32])[N:6]=1)([CH3:4])([CH3:3])[CH3:2].